From a dataset of Catalyst prediction with 721,799 reactions and 888 catalyst types from USPTO. Predict which catalyst facilitates the given reaction. (1) Reactant: [NH2:1][C:2]1[CH:7]=[CH:6][C:5]([C:8]2[C:16]3[C:15]([NH2:17])=[N:14][CH:13]=[N:12][C:11]=3[N:10]([CH:18]3[CH2:22][CH2:21][CH2:20][CH2:19]3)[CH:9]=2)=[CH:4][C:3]=1[O:23][CH3:24].N1C=CC=CC=1.[C:31]1([CH2:37][S:38](Cl)(=[O:40])=[O:39])[CH:36]=[CH:35][CH:34]=[CH:33][CH:32]=1. Product: [NH2:17][C:15]1[C:16]2[C:8]([C:5]3[CH:6]=[CH:7][C:2]([NH:1][S:38]([CH2:37][C:31]4[CH:36]=[CH:35][CH:34]=[CH:33][CH:32]=4)(=[O:40])=[O:39])=[C:3]([O:23][CH3:24])[CH:4]=3)=[CH:9][N:10]([CH:18]3[CH2:22][CH2:21][CH2:20][CH2:19]3)[C:11]=2[N:12]=[CH:13][N:14]=1. The catalyst class is: 4. (2) Reactant: [N:1]1[C:10]2[C:5](=[CH:6][C:7]([CH2:11][N:12]3[C:16]4=[N:17][C:18]([C:21]5[CH:22]=[N:23][N:24]([CH2:26][C:27]([OH:29])=O)[CH:25]=5)=[CH:19][CH:20]=[C:15]4[N:14]=[N:13]3)=[CH:8][CH:9]=2)[CH:4]=[CH:3][CH:2]=1.CN(C=O)C.CN(C(ON1N=NC2[CH:46]=[CH:47][CH:48]=[N:49][C:44]1=2)=[N+](C)C)C.F[P-](F)(F)(F)(F)F.N1CCCC1. Product: [N:49]1([C:27](=[O:29])[CH2:26][N:24]2[CH:25]=[C:21]([C:18]3[N:17]=[C:16]4[N:12]([CH2:11][C:7]5[CH:6]=[C:5]6[C:10](=[CH:9][CH:8]=5)[N:1]=[CH:2][CH:3]=[CH:4]6)[N:13]=[N:14][C:15]4=[CH:20][CH:19]=3)[CH:22]=[N:23]2)[CH2:48][CH2:47][CH2:46][CH2:44]1. The catalyst class is: 6.